This data is from Reaction yield outcomes from USPTO patents with 853,638 reactions. The task is: Predict the reaction yield, written as a fraction of the theoretical maximum amount of product (1.0 means a 100% yield; for example, 0.34 means a 34% yield). (1) The reactants are ClC(OC(Cl)(Cl)Cl)=O.C(O[C:14]([NH:16][C:17]1[C:22]([C:23]([OH:25])=[O:24])=[CH:21][N:20]=[CH:19][CH:18]=1)=[O:15])(C)(C)C. The product is [NH:16]1[C:17]2[CH:18]=[CH:19][N:20]=[CH:21][C:22]=2[C:23](=[O:24])[O:25][C:14]1=[O:15]. The catalyst is O1CCOCC1. The yield is 0.980. (2) The reactants are [Cl:1][C:2]1[CH:7]=[CH:6][C:5]([O:8][C:9]2[CH:16]=[CH:15][C:12]([CH:13]=[O:14])=[CH:11][CH:10]=2)=[CH:4][C:3]=1[C:17]([F:20])([F:19])[F:18].[BH4-].[Na+]. The catalyst is CO. The product is [Cl:1][C:2]1[CH:7]=[CH:6][C:5]([O:8][C:9]2[CH:16]=[CH:15][C:12]([CH2:13][OH:14])=[CH:11][CH:10]=2)=[CH:4][C:3]=1[C:17]([F:18])([F:19])[F:20]. The yield is 0.790. (3) The reactants are [F:1][C:2]1[CH:3]=[C:4]([NH:17][C:18](=[O:24])[O:19][C:20]([CH3:23])([CH3:22])[CH3:21])[CH:5]=[CH:6][C:7]=1[B:8]1[O:12]C(C)(C)C(C)(C)[O:9]1. The catalyst is CC(C)=O.O. The product is [C:20]([O:19][C:18]([NH:17][C:4]1[CH:5]=[CH:6][C:7]([B:8]([OH:12])[OH:9])=[C:2]([F:1])[CH:3]=1)=[O:24])([CH3:23])([CH3:21])[CH3:22]. The yield is 0.890. (4) The reactants are [F:1][C:2]([F:10])([F:9])[C:3]([CH3:8])([CH3:7])[C:4](O)=[O:5].C(Cl)(=O)C(Cl)=O.[CH3:17][O:18]/[CH:19]=[CH:20]/[C:21](=[O:23])[CH3:22].[Li+].C[Si]([N-][Si](C)(C)C)(C)C.N#N.FC(F)(F)C(C)(C)C(Cl)=O. The catalyst is C(Cl)(Cl)Cl.C1COCC1. The product is [F:1][C:2]([F:10])([F:9])[C:3]([CH3:8])([CH3:7])/[C:4](/[OH:5])=[CH:22]/[C:21](=[O:23])/[CH:20]=[CH:19]/[O:18][CH3:17]. The yield is 0.0520. (5) The reactants are CC(O[C:6]([NH:8][C@@H:9]([CH2:19][C:20]1[CH:25]=[CH:24][C:23]([C:26]2[N:27]=[C:28]3[C:33]([CH3:34])=[CH:32][CH:31]=[CH:30][N:29]3[CH:35]=2)=[CH:22][CH:21]=1)[CH2:10][CH2:11][C:12]([O:14]C(C)(C)C)=[O:13])=[O:7])(C)C.FC(F)(F)C(O)=O.C([SiH](CC)CC)C.C(NC(C)C)(C)C.[Cl:57][C:58]1[CH:59]=[C:60]([CH:75]=[CH:76][C:77]=1[O:78][CH:79]([CH3:81])[CH3:80])C(OC1C(F)=C(F)C(F)=C(F)C=1F)=O. The catalyst is C(Cl)Cl. The product is [Cl:57][C:58]1[CH:59]=[C:60]([C:6]([NH:8][C@@H:9]([CH2:19][C:20]2[CH:21]=[CH:22][C:23]([C:26]3[N:27]=[C:28]4[C:33]([CH3:34])=[CH:32][CH:31]=[CH:30][N:29]4[CH:35]=3)=[CH:24][CH:25]=2)[CH2:10][CH2:11][C:12]([OH:14])=[O:13])=[O:7])[CH:75]=[CH:76][C:77]=1[O:78][CH:79]([CH3:81])[CH3:80]. The yield is 0.610.